This data is from Full USPTO retrosynthesis dataset with 1.9M reactions from patents (1976-2016). The task is: Predict the reactants needed to synthesize the given product. (1) Given the product [Br:1][C:2]1[CH:3]=[CH:4][C:5]([N:8]2[CH:12]=[C:11]([CH2:13][CH2:14][CH2:15][O:16][C:22]3[C:27]([O:28][CH3:29])=[CH:26][CH:25]=[CH:24][C:23]=3[CH2:30][C:31]([OH:33])=[O:32])[C:10]([C:17]([CH3:20])([CH3:19])[CH3:18])=[N:9]2)=[N:6][CH:7]=1, predict the reactants needed to synthesize it. The reactants are: [Br:1][C:2]1[CH:3]=[CH:4][C:5]([N:8]2[CH:12]=[C:11]([CH2:13][CH2:14][CH2:15][OH:16])[C:10]([C:17]([CH3:20])([CH3:19])[CH3:18])=[N:9]2)=[N:6][CH:7]=1.O[C:22]1[C:27]([O:28][CH3:29])=[CH:26][CH:25]=[CH:24][C:23]=1[CH2:30][C:31]([O:33]C)=[O:32].C(P(CCCC)CCCC)CCC.N(C(N1CCCCC1)=O)=NC(N1CCCCC1)=O. (2) Given the product [CH2:1]([O:8][C:9](=[O:10])[NH:11][C@@H:12]([C:16]1[CH:21]=[CH:20][CH:19]=[CH:18][CH:17]=1)[C:13](=[O:15])[N:22]1[CH2:26][CH2:25][CH2:24][CH2:23]1)[C:2]1[CH:3]=[CH:4][CH:5]=[CH:6][CH:7]=1, predict the reactants needed to synthesize it. The reactants are: [CH2:1]([O:8][C:9]([NH:11][C@@H:12]([C:16]1[CH:21]=[CH:20][CH:19]=[CH:18][CH:17]=1)[C:13]([OH:15])=O)=[O:10])[C:2]1[CH:7]=[CH:6][CH:5]=[CH:4][CH:3]=1.[NH:22]1[CH2:26][CH2:25][CH2:24][CH2:23]1.C(N(C(C)C)CC)(C)C.F[B-](F)(F)F.N1(OC(N(C)C)=[N+](C)C)C2C=CC=CC=2N=N1. (3) Given the product [C:1]([C:5]1[CH:10]=[CH:9][C:8]([S:11]([NH:14][C:15]2[CH:20]=[CH:19][C:18]([Cl:21])=[CH:17][C:16]=2[C:22]2[N:33]([CH3:32])[C:24]([CH2:27][O:28][CH:29]([CH3:30])[CH3:31])=[N:25][N:26]=2)(=[O:12])=[O:13])=[CH:7][CH:6]=1)([CH3:3])([CH3:2])[CH3:4], predict the reactants needed to synthesize it. The reactants are: [C:1]([C:5]1[CH:10]=[CH:9][C:8]([S:11]([NH:14][C:15]2[CH:20]=[CH:19][C:18]([Cl:21])=[CH:17][C:16]=2[C:22]2O[C:24]([CH2:27][O:28][CH:29]([CH3:31])[CH3:30])=[N:25][N:26]=2)(=[O:13])=[O:12])=[CH:7][CH:6]=1)([CH3:4])([CH3:3])[CH3:2].[CH3:32][NH2:33]. (4) Given the product [F:25][C:19]1[CH:18]=[C:17]([C@H:9]2[CH2:8][C@@H:7]([C:5]3[O:4][NH:3][C:2](=[O:1])[CH:6]=3)[CH2:12][CH2:11][NH:10]2)[CH:22]=[C:21]([F:23])[C:20]=1[F:24], predict the reactants needed to synthesize it. The reactants are: [O:1]=[C:2]1[CH:6]=[C:5]([C@H:7]2[CH2:12][CH2:11][N:10](C(OC)=O)[C@@H:9]([C:17]3[CH:22]=[C:21]([F:23])[C:20]([F:24])=[C:19]([F:25])[CH:18]=3)[CH2:8]2)[O:4][NH:3]1.C(O)(=O)C.